From a dataset of NCI-60 drug combinations with 297,098 pairs across 59 cell lines. Regression. Given two drug SMILES strings and cell line genomic features, predict the synergy score measuring deviation from expected non-interaction effect. (1) Drug 1: C1C(C(OC1N2C=NC3=C(N=C(N=C32)Cl)N)CO)O. Drug 2: C1=NC2=C(N=C(N=C2N1C3C(C(C(O3)CO)O)O)F)N. Cell line: KM12. Synergy scores: CSS=17.1, Synergy_ZIP=6.71, Synergy_Bliss=4.43, Synergy_Loewe=-16.6, Synergy_HSA=-0.405. (2) Synergy scores: CSS=25.0, Synergy_ZIP=-2.66, Synergy_Bliss=2.96, Synergy_Loewe=3.59, Synergy_HSA=4.26. Drug 2: COCCOC1=C(C=C2C(=C1)C(=NC=N2)NC3=CC=CC(=C3)C#C)OCCOC.Cl. Cell line: RXF 393. Drug 1: CC1OCC2C(O1)C(C(C(O2)OC3C4COC(=O)C4C(C5=CC6=C(C=C35)OCO6)C7=CC(=C(C(=C7)OC)O)OC)O)O. (3) Cell line: SR. Drug 2: C1=CC=C(C=C1)NC(=O)CCCCCCC(=O)NO. Synergy scores: CSS=75.1, Synergy_ZIP=1.72, Synergy_Bliss=1.65, Synergy_Loewe=-1.22, Synergy_HSA=3.91. Drug 1: CCC1=CC2CC(C3=C(CN(C2)C1)C4=CC=CC=C4N3)(C5=C(C=C6C(=C5)C78CCN9C7C(C=CC9)(C(C(C8N6C)(C(=O)OC)O)OC(=O)C)CC)OC)C(=O)OC.C(C(C(=O)O)O)(C(=O)O)O. (4) Drug 1: C1=CC(=CC=C1CC(C(=O)O)N)N(CCCl)CCCl.Cl. Drug 2: N.N.Cl[Pt+2]Cl. Cell line: DU-145. Synergy scores: CSS=3.69, Synergy_ZIP=-0.0221, Synergy_Bliss=3.31, Synergy_Loewe=-0.00802, Synergy_HSA=0.987.